This data is from NCI-60 drug combinations with 297,098 pairs across 59 cell lines. The task is: Regression. Given two drug SMILES strings and cell line genomic features, predict the synergy score measuring deviation from expected non-interaction effect. (1) Drug 1: CC(C)(C#N)C1=CC(=CC(=C1)CN2C=NC=N2)C(C)(C)C#N. Drug 2: C1=CC=C(C=C1)NC(=O)CCCCCCC(=O)NO. Cell line: CCRF-CEM. Synergy scores: CSS=3.36, Synergy_ZIP=7.25, Synergy_Bliss=3.87, Synergy_Loewe=-21.3, Synergy_HSA=-16.9. (2) Drug 1: C1CCN(CC1)CCOC2=CC=C(C=C2)C(=O)C3=C(SC4=C3C=CC(=C4)O)C5=CC=C(C=C5)O. Drug 2: C1=CN(C(=O)N=C1N)C2C(C(C(O2)CO)O)O.Cl. Cell line: HS 578T. Synergy scores: CSS=-3.40, Synergy_ZIP=-2.07, Synergy_Bliss=0.0794, Synergy_Loewe=-16.3, Synergy_HSA=-7.32. (3) Drug 1: CC1=C2C(C(=O)C3(C(CC4C(C3C(C(C2(C)C)(CC1OC(=O)C(C(C5=CC=CC=C5)NC(=O)OC(C)(C)C)O)O)OC(=O)C6=CC=CC=C6)(CO4)OC(=O)C)O)C)O. Drug 2: B(C(CC(C)C)NC(=O)C(CC1=CC=CC=C1)NC(=O)C2=NC=CN=C2)(O)O. Cell line: SK-MEL-5. Synergy scores: CSS=22.2, Synergy_ZIP=-10.5, Synergy_Bliss=-21.0, Synergy_Loewe=-24.3, Synergy_HSA=-19.5. (4) Drug 1: CCC1(CC2CC(C3=C(CCN(C2)C1)C4=CC=CC=C4N3)(C5=C(C=C6C(=C5)C78CCN9C7C(C=CC9)(C(C(C8N6C=O)(C(=O)OC)O)OC(=O)C)CC)OC)C(=O)OC)O.OS(=O)(=O)O. Drug 2: C(=O)(N)NO. Cell line: PC-3. Synergy scores: CSS=-5.36, Synergy_ZIP=2.37, Synergy_Bliss=-0.895, Synergy_Loewe=-9.08, Synergy_HSA=-9.29. (5) Drug 1: C1=CC(=CC=C1CCCC(=O)O)N(CCCl)CCCl. Drug 2: C1=CN(C(=O)N=C1N)C2C(C(C(O2)CO)O)O.Cl. Cell line: SW-620. Synergy scores: CSS=48.7, Synergy_ZIP=-6.82, Synergy_Bliss=-3.34, Synergy_Loewe=-23.9, Synergy_HSA=1.57. (6) Synergy scores: CSS=30.3, Synergy_ZIP=-6.29, Synergy_Bliss=-5.97, Synergy_Loewe=-5.07, Synergy_HSA=-4.41. Cell line: HOP-92. Drug 2: CNC(=O)C1=NC=CC(=C1)OC2=CC=C(C=C2)NC(=O)NC3=CC(=C(C=C3)Cl)C(F)(F)F. Drug 1: C1CCC(CC1)NC(=O)N(CCCl)N=O. (7) Drug 1: C1CCC(CC1)NC(=O)N(CCCl)N=O. Drug 2: C1=NC(=NC(=O)N1C2C(C(C(O2)CO)O)O)N. Cell line: NCI/ADR-RES. Synergy scores: CSS=17.2, Synergy_ZIP=-2.73, Synergy_Bliss=3.25, Synergy_Loewe=-0.411, Synergy_HSA=1.69. (8) Drug 1: CS(=O)(=O)CCNCC1=CC=C(O1)C2=CC3=C(C=C2)N=CN=C3NC4=CC(=C(C=C4)OCC5=CC(=CC=C5)F)Cl. Drug 2: CN(CCCl)CCCl.Cl. Cell line: HCT-15. Synergy scores: CSS=41.1, Synergy_ZIP=-0.0793, Synergy_Bliss=1.31, Synergy_Loewe=-7.45, Synergy_HSA=1.43. (9) Drug 1: CC1=C2C(C(=O)C3(C(CC4C(C3C(C(C2(C)C)(CC1OC(=O)C(C(C5=CC=CC=C5)NC(=O)OC(C)(C)C)O)O)OC(=O)C6=CC=CC=C6)(CO4)OC(=O)C)OC)C)OC. Drug 2: C1C(C(OC1N2C=NC(=NC2=O)N)CO)O. Cell line: SF-268. Synergy scores: CSS=26.6, Synergy_ZIP=-1.29, Synergy_Bliss=-4.88, Synergy_Loewe=-22.1, Synergy_HSA=-7.12. (10) Drug 1: CC1=C(C(=O)C2=C(C1=O)N3CC4C(C3(C2COC(=O)N)OC)N4)N. Drug 2: C(CN)CNCCSP(=O)(O)O. Cell line: SN12C. Synergy scores: CSS=32.5, Synergy_ZIP=-0.596, Synergy_Bliss=-1.89, Synergy_Loewe=-30.0, Synergy_HSA=-0.390.